Dataset: Catalyst prediction with 721,799 reactions and 888 catalyst types from USPTO. Task: Predict which catalyst facilitates the given reaction. Reactant: [F:1][C:2]1[CH:3]=[N:4][CH:5]=[CH:6][C:7]=1[CH:8]([OH:11])[CH2:9][CH3:10]. Product: [F:1][C:2]1[CH:3]=[N:4][CH:5]=[CH:6][C:7]=1[C:8](=[O:11])[CH2:9][CH3:10]. The catalyst class is: 661.